This data is from Catalyst prediction with 721,799 reactions and 888 catalyst types from USPTO. The task is: Predict which catalyst facilitates the given reaction. Reactant: Br[C:2]1[C:3]([C:12]#[N:13])=[N:4][N:5]([CH2:8][CH2:9][CH2:10][CH3:11])[C:6]=1[CH3:7].Cl.[NH2:15][C:16]1[CH:21]=[CH:20][CH:19]=[CH:18][C:17]=1B(O)O. Product: [NH2:15][C:16]1[CH:21]=[CH:20][CH:19]=[CH:18][C:17]=1[C:2]1[C:3]([C:12]#[N:13])=[N:4][N:5]([CH2:8][CH2:9][CH2:10][CH3:11])[C:6]=1[CH3:7]. The catalyst class is: 164.